This data is from Peptide-MHC class I binding affinity with 185,985 pairs from IEDB/IMGT. The task is: Regression. Given a peptide amino acid sequence and an MHC pseudo amino acid sequence, predict their binding affinity value. This is MHC class I binding data. The peptide sequence is QVKRREGMF. The MHC is HLA-A02:16 with pseudo-sequence HLA-A02:16. The binding affinity (normalized) is 0.0847.